Dataset: Forward reaction prediction with 1.9M reactions from USPTO patents (1976-2016). Task: Predict the product of the given reaction. (1) Given the reactants [F:1][C:2]1[CH:11]=[C:10]2[C:5]([C:6](=O)[NH:7][C:8]([N:12]3[CH:16]=[C:15]([C:17]([O:19]CC)=[O:18])[CH:14]=[N:13]3)=[N:9]2)=[CH:4][C:3]=1[N:23]1[CH2:28][CH2:27][CH2:26][CH2:25][CH2:24]1.[CH:29]1([NH2:32])[CH2:31][CH2:30]1, predict the reaction product. The product is: [CH:29]1([NH:32][C:6]2[C:5]3[C:10](=[CH:11][C:2]([F:1])=[C:3]([N:23]4[CH2:28][CH2:27][CH2:26][CH2:25][CH2:24]4)[CH:4]=3)[N:9]=[C:8]([N:12]3[CH:16]=[C:15]([C:17]([OH:19])=[O:18])[CH:14]=[N:13]3)[N:7]=2)[CH2:31][CH2:30]1. (2) Given the reactants [CH:1]([NH:4][C:5]1[CH:10]=[CH:9][C:8]2[O:11][CH2:12][O:13][C:7]=2[CH:6]=1)([CH3:3])[CH3:2].[O:14]([C:16]#[N:17])[Na], predict the reaction product. The product is: [CH:1]([N:4]([C:5]1[CH:10]=[CH:9][C:8]2[O:11][CH2:12][O:13][C:7]=2[CH:6]=1)[C:16]([NH2:17])=[O:14])([CH3:3])[CH3:2]. (3) Given the reactants C(Cl)(=O)OC.[O:6]=[C:7]1[NH:11][C:10](=[O:12])/[C:9](=[CH:13]/[C:14]2[CH:15]=[CH:16][C:17]([F:37])=[C:18]([C:20]3[N:25]=[C:24]([N:26]4[CH2:32][CH2:31][CH2:30][N:29]([C:33]([O:35][CH3:36])=[O:34])[CH2:28][CH2:27]4)[CH:23]=[N:22][CH:21]=3)[CH:19]=2)/[S:8]1, predict the reaction product. The product is: [O:6]=[C:7]1[NH:11][C:10](=[O:12])[C:9](=[CH:13][C:14]2[CH:15]=[CH:16][C:17]([F:37])=[C:18]([C:20]3[N:25]=[C:24]([N:26]4[CH2:32][CH2:31][CH2:30][N:29]([C:33]([O:35][CH3:36])=[O:34])[CH2:28][CH2:27]4)[CH:23]=[N:22][CH:21]=3)[CH:19]=2)[S:8]1. (4) Given the reactants [CH2:1]([N:8]([C:16]1[C:17](=[O:35])[N:18]([CH2:28][C:29]2[CH:34]=[CH:33][CH:32]=[CH:31][CH:30]=2)[C:19](=[O:27])[C:20]=1[C:21]1[CH:26]=[CH:25][CH:24]=[CH:23][CH:22]=1)[C:9](=[O:15])[O:10][C:11]([CH3:14])([CH3:13])[CH3:12])[C:2]1[CH:7]=[CH:6][CH:5]=[CH:4][CH:3]=1.[H][H], predict the reaction product. The product is: [CH2:1]([N:8]([C@H:16]1[C@@H:20]([C:21]2[CH:26]=[CH:25][CH:24]=[CH:23][CH:22]=2)[C:19](=[O:27])[N:18]([CH2:28][C:29]2[CH:34]=[CH:33][CH:32]=[CH:31][CH:30]=2)[C:17]1=[O:35])[C:9](=[O:15])[O:10][C:11]([CH3:14])([CH3:13])[CH3:12])[C:2]1[CH:7]=[CH:6][CH:5]=[CH:4][CH:3]=1.